This data is from Full USPTO retrosynthesis dataset with 1.9M reactions from patents (1976-2016). The task is: Predict the reactants needed to synthesize the given product. (1) Given the product [CH2:36]([NH:40][C:28]([NH:20][C:19]1[CH:21]=[CH:22][C:16]([O:15][C:6]2[C:5]3[C:10](=[CH:11][C:12]([O:13][CH3:14])=[C:3]([O:2][CH3:1])[CH:4]=3)[N:9]=[CH:8][N:7]=2)=[CH:17][C:18]=1[F:23])=[O:34])[CH2:37][CH2:38][CH3:39], predict the reactants needed to synthesize it. The reactants are: [CH3:1][O:2][C:3]1[CH:4]=[C:5]2[C:10](=[CH:11][C:12]=1[O:13][CH3:14])[N:9]=[CH:8][N:7]=[C:6]2[O:15][C:16]1[CH:22]=[CH:21][C:19]([NH2:20])=[C:18]([F:23])[CH:17]=1.ClC(Cl)(O[C:28](=[O:34])OC(Cl)(Cl)Cl)Cl.[CH2:36]([NH2:40])[CH2:37][CH2:38][CH3:39].CO. (2) Given the product [BrH:44].[BrH:44].[CH:1]([O:4][C:5]([C:7]1[CH:8]([C:35]2[CH:40]=[CH:39][CH:38]=[C:37]([N+:41]([O-:43])=[O:42])[CH:36]=2)[C:9]([C:15]([O:17][CH:18]2[CH2:19][N:20]([CH:22]([C:29]3[CH:34]=[CH:33][CH:32]=[CH:31][CH:30]=3)[C:23]3[CH:28]=[CH:27][CH:26]=[CH:25][CH:24]=3)[CH2:21]2)=[O:16])=[C:10]([NH2:14])[NH:11][C:12]=1[CH3:13])=[O:6])([CH3:3])[CH3:2], predict the reactants needed to synthesize it. The reactants are: [CH:1]([O:4][C:5]([C:7]1[CH:8]([C:35]2[CH:40]=[CH:39][CH:38]=[C:37]([N+:41]([O-:43])=[O:42])[CH:36]=2)[C:9]([C:15]([O:17][CH:18]2[CH2:21][N:20]([CH:22]([C:29]3[CH:34]=[CH:33][CH:32]=[CH:31][CH:30]=3)[C:23]3[CH:28]=[CH:27][CH:26]=[CH:25][CH:24]=3)[CH2:19]2)=[O:16])=[C:10]([NH2:14])[NH:11][C:12]=1[CH3:13])=[O:6])([CH3:3])[CH3:2].[BrH:44]. (3) The reactants are: N[C:2]1[CH:44]=[CH:43][C:5]2[N:6]=[C:7]([C:9]3[CH:10]=[C:11]([C:17]4[C:18]([N:37]([CH3:42])[S:38]([CH3:41])(=[O:40])=[O:39])=[CH:19][C:20]5[O:24][C:23]([C:25]6[CH:30]=[CH:29][C:28]([F:31])=[CH:27][CH:26]=6)=[C:22]([C:32]([NH:34][CH3:35])=[O:33])[C:21]=5[CH:36]=4)[CH:12]=[CH:13][C:14]=3[O:15][CH3:16])[O:8][C:4]=2[CH:3]=1.[I:45]I. Given the product [F:31][C:28]1[CH:27]=[CH:26][C:25]([C:23]2[O:24][C:20]3[CH:19]=[C:18]([N:37]([CH3:42])[S:38]([CH3:41])(=[O:39])=[O:40])[C:17]([C:11]4[CH:12]=[CH:13][C:14]([O:15][CH3:16])=[C:9]([C:7]5[O:8][C:4]6[CH:3]=[C:2]([I:45])[CH:44]=[CH:43][C:5]=6[N:6]=5)[CH:10]=4)=[CH:36][C:21]=3[C:22]=2[C:32]([NH:34][CH3:35])=[O:33])=[CH:30][CH:29]=1, predict the reactants needed to synthesize it. (4) Given the product [Br:1][C:2]1[CH:7]=[CH:6][C:5]([O:8][Si:19]([CH:26]([CH3:28])[CH3:27])([CH:23]([CH3:25])[CH3:24])[CH:20]([CH3:22])[CH3:21])=[CH:4][C:3]=1[C:9]([CH3:12])([CH3:11])[CH3:10], predict the reactants needed to synthesize it. The reactants are: [Br:1][C:2]1[CH:7]=[CH:6][C:5]([OH:8])=[CH:4][C:3]=1[C:9]([CH3:12])([CH3:11])[CH3:10].N1C=CN=C1.Cl[Si:19]([CH:26]([CH3:28])[CH3:27])([CH:23]([CH3:25])[CH3:24])[CH:20]([CH3:22])[CH3:21]. (5) Given the product [CH3:1][CH:2]([CH3:18])[CH:3]([N:9]1[CH:13]=[CH:12][C:11]([C:14]([F:16])([F:15])[F:17])=[N:10]1)[C:4]([OH:6])=[O:5], predict the reactants needed to synthesize it. The reactants are: [CH3:1][CH:2]([CH3:18])[CH:3]([N:9]1[CH:13]=[CH:12][C:11]([C:14]([F:17])([F:16])[F:15])=[N:10]1)[C:4]([O:6]CC)=[O:5].CO.C1COCC1.[Li+].[OH-]. (6) Given the product [O:4]1[C:5]2([CH2:6][CH2:7][CH:8]([N:11]3[C:45](=[O:46])[C:44]([CH:42]([C:39]4[CH:40]=[CH:41][C:36]([C:31]5[C:30]([C:28]#[N:29])=[CH:35][CH:34]=[CH:33][CH:32]=5)=[CH:37][CH:38]=4)[CH3:43])=[C:50]([CH2:51][CH2:52][CH3:53])[N:16]4[N:15]=[CH:14][CH:13]=[C:12]34)[CH2:9][CH2:10]2)[O:1][CH2:2][CH2:3]1, predict the reactants needed to synthesize it. The reactants are: [O:1]1[C:5]2([CH2:10][CH2:9][CH:8]([NH:11][C:12]3[NH:16][N:15]=[CH:14][CH:13]=3)[CH2:7][CH2:6]2)[O:4][CH2:3][CH2:2]1.N12CCCN=C1CCCCC2.[C:28]([C:30]1[CH:35]=[CH:34][CH:33]=[CH:32][C:31]=1[C:36]1[CH:41]=[CH:40][C:39]([CH:42]([CH:44]([C:50](=O)[CH2:51][CH2:52][CH3:53])[C:45](OCC)=[O:46])[CH3:43])=[CH:38][CH:37]=1)#[N:29].C(OCC)(=O)C. (7) Given the product [F:1][C:2]1[CH:3]=[C:4]([C:10]2[CH:11]=[C:12]([C:17]([O:19][CH3:20])=[O:18])[C:13](=[O:16])[N:14]([CH2:35][CH2:34][CH2:33][C:30]3[CH:31]=[CH:32][C:27]([F:26])=[CH:28][CH:29]=3)[N:15]=2)[CH:5]=[CH:6][C:7]=1[O:8][CH3:9], predict the reactants needed to synthesize it. The reactants are: [F:1][C:2]1[CH:3]=[C:4]([C:10]2[CH:11]=[C:12]([C:17]([O:19][CH3:20])=[O:18])[C:13](=[O:16])[NH:14][N:15]=2)[CH:5]=[CH:6][C:7]=1[O:8][CH3:9].S([O-])(=O)(=O)C.[F:26][C:27]1[CH:32]=[CH:31][C:30]([CH2:33][CH2:34][CH2:35]O)=[CH:29][CH:28]=1. (8) Given the product [ClH:20].[CH2:1]([N:8]1[CH2:13][C:12]([C:14]2[CH:19]=[CH:18][C:17]([Cl:20])=[C:16]([Cl:21])[CH:15]=2)=[C:11]([C:22]([OH:24])=[O:23])[CH2:10][CH2:9]1)[C:2]1[CH:7]=[CH:6][CH:5]=[CH:4][CH:3]=1, predict the reactants needed to synthesize it. The reactants are: [CH2:1]([N:8]1[CH2:13][C:12]([C:14]2[CH:19]=[CH:18][C:17]([Cl:20])=[C:16]([Cl:21])[CH:15]=2)=[C:11]([C:22]([O:24]CC)=[O:23])[CH2:10][CH2:9]1)[C:2]1[CH:7]=[CH:6][CH:5]=[CH:4][CH:3]=1. (9) Given the product [Cl:1][C:2]1[CH:7]=[CH:6][C:5]([NH:8][C:9]([NH:11][C:12]2[CH:17]=[C:16]([C:18]([F:20])([F:21])[F:19])[CH:15]=[C:14]([OH:22])[CH:13]=2)=[O:10])=[CH:4][C:3]=1[C:26]([F:27])([F:28])[F:29], predict the reactants needed to synthesize it. The reactants are: [Cl:1][C:2]1[CH:7]=[CH:6][C:5]([NH:8][C:9]([NH:11][C:12]2[CH:17]=[C:16]([C:18]([F:21])([F:20])[F:19])[CH:15]=[C:14]([O:22]COC)[CH:13]=2)=[O:10])=[CH:4][C:3]=1[C:26]([F:29])([F:28])[F:27].C(OCC)(=O)C.